Dataset: Peptide-MHC class II binding affinity with 134,281 pairs from IEDB. Task: Regression. Given a peptide amino acid sequence and an MHC pseudo amino acid sequence, predict their binding affinity value. This is MHC class II binding data. The peptide sequence is AFALVLLFCALASSC. The MHC is HLA-DPA10201-DPB10501 with pseudo-sequence HLA-DPA10201-DPB10501. The binding affinity (normalized) is 0.